Dataset: Full USPTO retrosynthesis dataset with 1.9M reactions from patents (1976-2016). Task: Predict the reactants needed to synthesize the given product. (1) Given the product [C:26]1([C:25]2[NH:22][C:21]3[CH:20]=[CH:19][C:6]([NH:7][C:8]([C:10]4[NH:11][C:12]5[C:17]([CH:18]=4)=[CH:16][CH:15]=[CH:14][CH:13]=5)=[O:9])=[CH:5][C:4]=3[N:1]=2)[CH:31]=[CH:30][CH:29]=[CH:28][CH:27]=1, predict the reactants needed to synthesize it. The reactants are: [N+:1]([C:4]1[CH:5]=[C:6]([CH:19]=[CH:20][C:21]=1[N+:22]([O-])=O)[NH:7][C:8]([C:10]1[NH:11][C:12]2[C:17]([CH:18]=1)=[CH:16][CH:15]=[CH:14][CH:13]=2)=[O:9])([O-])=O.[CH:25](=O)[C:26]1[CH:31]=[CH:30][CH:29]=[CH:28][CH:27]=1. (2) Given the product [CH3:20][OH:21].[BrH:15].[NH2:2][C@@H:3]1[CH2:8][CH2:7][CH2:6][N:5]([C:9]2[C:14]([Br:15])=[CH:13][N:12]=[C:11]3[NH:16][CH:17]=[C:18]([NH:19][C:20]([CH:22]4[CH2:23][CH2:24]4)=[O:21])[C:10]=23)[CH2:4]1, predict the reactants needed to synthesize it. The reactants are: Br.[NH2:2][C@@H:3]1[CH2:8][CH2:7][CH2:6][N:5]([C:9]2[C:14]([Br:15])=[CH:13][N:12]=[C:11]3[NH:16][CH:17]=[C:18]([NH:19][C:20]([CH:22]4[CH2:24][CH2:23]4)=[O:21])[C:10]=23)[CH2:4]1.